The task is: Predict the reactants needed to synthesize the given product.. This data is from Full USPTO retrosynthesis dataset with 1.9M reactions from patents (1976-2016). (1) Given the product [NH2:18][CH:12]([CH2:13][C:14]([F:17])([F:16])[F:15])[CH2:11][OH:10], predict the reactants needed to synthesize it. The reactants are: [H-].[Al+3].[Li+].[H-].[H-].[H-].[Cl-].C([O:10][C:11](=O)[CH:12]([NH3+:18])[CH2:13][C:14]([F:17])([F:16])[F:15])C.O.[OH-].[Na+]. (2) Given the product [CH2:1]([C@H:8]1[CH2:13][N:12]([C:14]2[CH:19]=[CH:18][C:17]([O:20][CH3:21])=[C:16]([O:22][CH:23]3[CH2:24][CH2:25][CH2:26][CH2:27]3)[CH:15]=2)[CH2:11][CH2:10][N:9]1[CH2:28][C:29]1[NH:30][CH:31]=[N:32][CH:33]=1)[C:2]1[CH:3]=[CH:4][CH:5]=[CH:6][CH:7]=1, predict the reactants needed to synthesize it. The reactants are: [CH2:1]([C@H:8]1[CH2:13][N:12]([C:14]2[CH:19]=[CH:18][C:17]([O:20][CH3:21])=[C:16]([O:22][CH:23]3[CH2:27][CH2:26][CH2:25][CH2:24]3)[CH:15]=2)[CH2:11][CH2:10][N:9]1[CH2:28][C:29]1[N:30]=[CH:31][N:32](C(C2C=CC=CC=2)(C2C=CC=CC=2)C2C=CC=CC=2)[CH:33]=1)[C:2]1[CH:7]=[CH:6][CH:5]=[CH:4][CH:3]=1.C([SiH](CC)CC)C.FC(F)(F)C(O)=O. (3) Given the product [F:16][C:17]([F:24])([F:23])[C:18]([C:15]1[C:10]([F:9])=[N:11][CH:12]=[CH:13][CH:14]=1)([OH:19])[CH2:28][N+:25]([O-:27])=[O:26], predict the reactants needed to synthesize it. The reactants are: C([N-]C(C)C)(C)C.[Li+].[F:9][C:10]1[CH:15]=[CH:14][CH:13]=[CH:12][N:11]=1.[F:16][C:17]([F:24])([F:23])[C:18](OCC)=[O:19].[N+:25]([CH3:28])([O-:27])=[O:26].Cl. (4) Given the product [CH2:1]([N:8]1[CH2:18][CH:17]2[CH2:19][CH:10]([C:11]3[CH:12]=[CH:13][CH:14]=[C:15]([C:26]4[CH:31]=[CH:30][CH:29]=[CH:28][CH:27]=4)[C:16]=32)[CH2:9]1)[C:2]1[CH:7]=[CH:6][CH:5]=[CH:4][CH:3]=1, predict the reactants needed to synthesize it. The reactants are: [CH2:1]([N:8]1[CH2:18][CH:17]2[CH2:19][CH:10]([C:11]3[CH:12]=[CH:13][CH:14]=[C:15](I)[C:16]=32)[CH2:9]1)[C:2]1[CH:7]=[CH:6][CH:5]=[CH:4][CH:3]=1.C([O-])(=O)C.[K+].[C:26]1(B(O)O)[CH:31]=[CH:30][CH:29]=[CH:28][CH:27]=1.C(O)C.O. (5) Given the product [Br:20][C:5]1[C:6]([NH:9][C@@H:10]2[C@@H:15]3[CH2:16][C@@H:12]([CH:13]=[CH:14]3)[C@@H:11]2[C:17]([NH2:19])=[O:18])=[C:7]2[N:8]=[C:31]([C:30]3[CH:33]=[CH:34][CH:35]=[C:28]([CH2:27][N:21]4[CH2:26][CH2:25][O:24][CH2:23][CH2:22]4)[CH:29]=3)[NH:1][C:2]2=[N:3][CH:4]=1, predict the reactants needed to synthesize it. The reactants are: [NH2:1][C:2]1[C:7]([NH2:8])=[C:6]([NH:9][C@@H:10]2[C@@H:15]3[CH2:16][C@@H:12]([CH:13]=[CH:14]3)[C@@H:11]2[C:17]([NH2:19])=[O:18])[C:5]([Br:20])=[CH:4][N:3]=1.[N:21]1([CH2:27][C:28]2[CH:29]=[C:30]([CH:33]=[CH:34][CH:35]=2)[CH:31]=O)[CH2:26][CH2:25][O:24][CH2:23][CH2:22]1. (6) Given the product [CH3:1][O:2][C:3]1[CH:4]=[CH:5][C:6]([C:11]([C:21]2[CH:22]=[CH:23][C:24]([Cl:27])=[CH:25][CH:26]=2)=[CH:12][C:13]([N:15]2[CH2:16][CH2:17][O:18][CH2:19][CH2:20]2)=[O:14])=[CH:7][C:8]=1[O:9][CH3:10].[OH2:41], predict the reactants needed to synthesize it. The reactants are: [CH3:1][O:2][C:3]1[CH:4]=[CH:5][C:6]([C:11]([C:21]2[CH:22]=[CH:23][C:24]([Cl:27])=[CH:25][CH:26]=2)=[CH:12][C:13]([N:15]2[CH2:20][CH2:19][O:18][CH2:17][CH2:16]2)=[O:14])=[CH:7][C:8]=1[O:9][CH3:10].C(S([O-])(=O)=[O:41])CCCCCCCCCCC.[Na+]. (7) Given the product [C:1]([N:5]1[C:9]([C:10]2[CH:11]=[CH:12][CH:13]=[CH:14][CH:15]=2)=[CH:8][C:7]([C:16]([NH:18][C:19]2[CH:24]=[CH:23][C:22]([CH2:25][N:28]3[CH2:31][CH:30]([C:32]([OH:34])=[O:33])[CH2:29]3)=[CH:21][C:20]=2[Cl:27])=[O:17])=[N:6]1)([CH3:4])([CH3:2])[CH3:3], predict the reactants needed to synthesize it. The reactants are: [C:1]([N:5]1[C:9]([C:10]2[CH:15]=[CH:14][CH:13]=[CH:12][CH:11]=2)=[CH:8][C:7]([C:16]([NH:18][C:19]2[CH:24]=[CH:23][C:22]([CH:25]=O)=[CH:21][C:20]=2[Cl:27])=[O:17])=[N:6]1)([CH3:4])([CH3:3])[CH3:2].[NH:28]1[CH2:31][CH:30]([C:32]([OH:34])=[O:33])[CH2:29]1.C(O)(=O)C.C([BH3-])#N.[Na+]. (8) Given the product [CH3:11][C:12]1([CH3:32])[CH2:21][CH2:20][C:19]([CH3:22])([CH3:23])[C:18]2[CH:17]=[C:16]([CH:24]([CH2:27][CH2:28][CH2:29][CH2:30][CH3:31])[CH:25]=[O:26])[CH:15]=[CH:14][C:13]1=2, predict the reactants needed to synthesize it. The reactants are: C(Cl)(=O)C(Cl)=O.CS(C)=O.[CH3:11][C:12]1([CH3:32])[CH2:21][CH2:20][C:19]([CH3:23])([CH3:22])[C:18]2[CH:17]=[C:16]([CH:24]([CH2:27][CH2:28][CH2:29][CH2:30][CH3:31])[CH2:25][OH:26])[CH:15]=[CH:14][C:13]1=2.C(N(CC)CC)C.